From a dataset of Forward reaction prediction with 1.9M reactions from USPTO patents (1976-2016). Predict the product of the given reaction. Given the reactants [C:1](OCC)(=[O:13])/[CH:2]=[CH:3]/[CH:4]=[CH:5]/[CH2:6][CH2:7][CH2:8][CH2:9][CH2:10][CH2:11][CH3:12].CC(C[AlH]CC(C)C)C.C(OCC)C, predict the reaction product. The product is: [CH2:1]([OH:13])/[CH:2]=[CH:3]/[CH:4]=[CH:5]/[CH2:6][CH2:7][CH2:8][CH2:9][CH2:10][CH2:11][CH3:12].